Dataset: Forward reaction prediction with 1.9M reactions from USPTO patents (1976-2016). Task: Predict the product of the given reaction. (1) The product is: [N:24]1[CH:25]=[CH:26][CH:27]=[C:22]([C:15]2[CH:16]=[C:17]([C:18]([F:21])([F:20])[F:19])[N:13]([C:10]3[N:9]=[N:8][C:7]([NH:6][C:4]([C:3]4[C:2]([C:32]5[CH:37]=[CH:36][CH:35]=[CH:34][CH:33]=5)=[CH:31][CH:30]=[CH:29][CH:28]=4)=[O:5])=[CH:12][CH:11]=3)[N:14]=2)[CH:23]=1. Given the reactants Br[C:2]1[CH:31]=[CH:30][CH:29]=[CH:28][C:3]=1[C:4]([NH:6][C:7]1[N:8]=[N:9][C:10]([N:13]2[C:17]([C:18]([F:21])([F:20])[F:19])=[CH:16][C:15]([C:22]3[CH:23]=[N:24][CH:25]=[CH:26][CH:27]=3)=[N:14]2)=[CH:11][CH:12]=1)=[O:5].[C:32]1(B(O)O)[CH:37]=[CH:36][CH:35]=[CH:34][CH:33]=1.C(=O)([O-])[O-].[Cs+].[Cs+], predict the reaction product. (2) Given the reactants [C:1]([O:5][C:6]([N:8]1[CH2:12][CH2:11][CH:10]([OH:13])[CH:9]1[CH2:14][C:15]1[C:23]2[C:18](=[N:19][CH:20]=[CH:21][CH:22]=2)[NH:17][CH:16]=1)=[O:7])([CH3:4])([CH3:3])[CH3:2].[CH3:24][C:25](OC(C)=O)=[O:26], predict the reaction product. The product is: [C:1]([O:5][C:6]([N:8]1[CH2:12][CH2:11][CH:10]([O:13][C:25](=[O:26])[CH3:24])[CH:9]1[CH2:14][C:15]1[C:23]2[C:18](=[N:19][CH:20]=[CH:21][CH:22]=2)[NH:17][CH:16]=1)=[O:7])([CH3:4])([CH3:2])[CH3:3]. (3) The product is: [NH2:21][C:18]1[CH:19]=[CH:20][C:10]2[N:9]([CH2:8][CH2:7][CH:3]3[CH2:4][CH2:5][CH2:6][N:2]3[CH3:1])[C:15](=[O:16])[CH2:14][CH2:13][CH2:12][C:11]=2[CH:17]=1. Given the reactants [CH3:1][N:2]1[CH2:6][CH2:5][CH2:4][CH:3]1[CH2:7][CH2:8][N:9]1[C:15](=[O:16])[CH2:14][CH2:13][CH2:12][C:11]2[CH:17]=[C:18]([N+:21]([O-])=O)[CH:19]=[CH:20][C:10]1=2, predict the reaction product. (4) Given the reactants C(OC(=O)[CH:5](OCC)[CH2:6][C:7]1[CH:12]=[CH:11][C:10](O)=[C:9]([CH3:14])[CH:8]=1)C.[CH:19]([C:22]1[CH:27]=[CH:26][C:25]([C:28]2[S:29][C:30]([CH3:36])=[C:31]([CH2:33][CH2:34][OH:35])[N:32]=2)=[CH:24][CH:23]=1)([CH3:21])[CH3:20].COC(=O)CC(=O)C(Br)C.C(C1C=CC(C(N)=S)=CC=1)(C)C.C1(P(C2C=CC=CC=2)C2C=CC=CC=2)C=CC=CC=1.N([C:85]([O:87][CH2:88][CH3:89])=[O:86])=N[C:85]([O:87][CH2:88][CH3:89])=[O:86], predict the reaction product. The product is: [CH2:88]([O:87][C:85](=[O:86])[CH:6]([C:7]1[CH:12]=[CH:11][C:10]([O:35][CH2:34][CH2:33][C:31]2[N:32]=[C:28]([C:25]3[CH:24]=[CH:23][C:22]([CH:19]([CH3:21])[CH3:20])=[CH:27][CH:26]=3)[S:29][C:30]=2[CH3:36])=[C:9]([CH3:14])[CH:8]=1)[CH3:5])[CH3:89]. (5) Given the reactants F[C:2]1[CH:8]=[CH:7][C:5]([NH2:6])=[CH:4][C:3]=1[N+:9]([O-:11])=[O:10].[OH:12][C:13]1[CH:14]=[C:15]([CH:29]=[CH:30][CH:31]=1)[C:16]([NH:18][C:19]1[CH:24]=[CH:23][CH:22]=[C:21]([C:25]([F:28])([F:27])[F:26])[CH:20]=1)=[O:17].C(=O)([O-])[O-].[K+].[K+], predict the reaction product. The product is: [NH2:6][C:5]1[CH:7]=[CH:8][C:2]([O:12][C:13]2[CH:14]=[C:15]([CH:29]=[CH:30][CH:31]=2)[C:16]([NH:18][C:19]2[CH:24]=[CH:23][CH:22]=[C:21]([C:25]([F:26])([F:27])[F:28])[CH:20]=2)=[O:17])=[C:3]([N+:9]([O-:11])=[O:10])[CH:4]=1. (6) Given the reactants [Si]([C:5]#[N:6])(C)(C)C.[CH3:7][C:8]1[CH:13]=[CH:12][N:11]=[C:10]([C:14](=[O:18])[CH2:15][CH2:16][CH3:17])[CH:9]=1.[H-].[H-].[H-].[H-].[Li+].[Al+3], predict the reaction product. The product is: [NH2:6][CH2:5][C:14]([C:10]1[CH:9]=[C:8]([CH3:7])[CH:13]=[CH:12][N:11]=1)([OH:18])[CH2:15][CH2:16][CH3:17]. (7) Given the reactants Cl[CH2:2][CH2:3][C:4]1[CH:13]=[CH:12][C:7]([C:8]([O:10][CH3:11])=[O:9])=[CH:6][CH:5]=1.C(=O)([O-])[O-].[Na+].[Na+].Cl.Cl.[C:22]([C:26]1[CH:57]=[CH:56][C:29]([CH2:30][O:31][C:32]2[CH:37]=[CH:36][CH:35]=[CH:34][C:33]=2[CH2:38][CH2:39][NH:40][CH:41]2[CH2:50][CH2:49][CH2:48][C:47]3[N:46]=[C:45]([C:51]([O:53][CH2:54][CH3:55])=[O:52])[CH:44]=[CH:43][C:42]2=3)=[CH:28][CH:27]=1)([CH3:25])([CH3:24])[CH3:23].ICCC1C=CC(C(OC)=O)=CC=1, predict the reaction product. The product is: [C:22]([C:26]1[CH:27]=[CH:28][C:29]([CH2:30][O:31][C:32]2[CH:37]=[CH:36][CH:35]=[CH:34][C:33]=2[CH2:38][CH2:39][N:40]([CH2:2][CH2:3][C:4]2[CH:13]=[CH:12][C:7]([C:8]([O:10][CH3:11])=[O:9])=[CH:6][CH:5]=2)[CH:41]2[CH2:50][CH2:49][CH2:48][C:47]3[N:46]=[C:45]([C:51]([O:53][CH2:54][CH3:55])=[O:52])[CH:44]=[CH:43][C:42]2=3)=[CH:56][CH:57]=1)([CH3:24])([CH3:23])[CH3:25]. (8) The product is: [CH2:1]([O:3][C:4]([C:6]1[C:7](=[O:13])[N:8]([CH2:33][C:34](=[O:39])[C:35]([CH3:38])([CH3:37])[CH3:36])[C:9]([CH3:12])=[N:10][CH:11]=1)=[O:5])[CH3:2]. Given the reactants [CH2:1]([O:3][C:4]([C:6]1[C:7](=[O:13])[NH:8][C:9]([CH3:12])=[N:10][CH:11]=1)=[O:5])[CH3:2].[F-].C([N+](CCCC)(CCCC)CCCC)CCC.Br[CH2:33][C:34](=[O:39])[C:35]([CH3:38])([CH3:37])[CH3:36], predict the reaction product. (9) Given the reactants [O:1]1[C:5]2[CH:6]=[CH:7][C:8]([C:10](=[O:36])[CH2:11][S:12][C@H:13]3[C:16](=[O:17])[N:15]([C:18]4[CH:23]=[CH:22][C:21]([CH3:24])=[CH:20][CH:19]=4)[C@@H:14]3[C:25]3[CH:35]=[CH:34][C:28]([O:29][CH2:30][C:31](O)=[O:32])=[CH:27][CH:26]=3)=[CH:9][C:4]=2[O:3][CH2:2]1.CN1CCOCC1.CN(C(ON1N=NC2C=CC=CC1=2)=[N+](C)C)C.[B-](F)(F)(F)F.[NH2:66][CH2:67][C:68]([NH:70][C@@H:71]([C:76]([OH:78])=[O:77])[C:72]([CH3:75])([CH3:74])[CH3:73])=[O:69].[BH4-].[Na+], predict the reaction product. The product is: [O:1]1[C:5]2[CH:6]=[CH:7][C:8]([CH:10]([OH:36])[CH2:11][S:12][C@H:13]3[C:16](=[O:17])[N:15]([C:18]4[CH:19]=[CH:20][C:21]([CH3:24])=[CH:22][CH:23]=4)[C@@H:14]3[C:25]3[CH:26]=[CH:27][C:28]([O:29][CH2:30][C:31]([NH:66][CH2:67][C:68]([NH:70][C@@H:71]([C:76]([OH:78])=[O:77])[C:72]([CH3:73])([CH3:74])[CH3:75])=[O:69])=[O:32])=[CH:34][CH:35]=3)=[CH:9][C:4]=2[O:3][CH2:2]1.